Task: Binary Classification. Given a miRNA mature sequence and a target amino acid sequence, predict their likelihood of interaction.. Dataset: Experimentally validated miRNA-target interactions with 360,000+ pairs, plus equal number of negative samples (1) The miRNA is hsa-miR-3689d with sequence GGGAGGUGUGAUCUCACACUCG. The protein sequence of the target gene is MALLDLAQEGMALFGFVLFVVLWLMHFMSIIYTRLHLNKKATDKQPYSKLPGVSLLKPLKGVDPNLINNLETFFELDYPKYEVLLCVQDHDDPAIDVCKKLLGKYPNVDARLFIGGKKVGINPKINNLMPAYEVAKYDLIWICDSGIRVIPDTLTDMVNQMTEKVGLVHGLPYVADRQGFAATLEQVYFGTSHPRSYISANVTGFKCVTGMSCLMRKDVLDQAGGLIAFAQYIAEDYFMAKAIADRGWRFSMSTQVAMQNSGSYSISQFQSRMIRWTKLRINMLPATIICEPISECFVAS.... Result: 0 (no interaction). (2) The miRNA is hsa-miR-150-3p with sequence CUGGUACAGGCCUGGGGGACAG. Result: 0 (no interaction). The protein sequence of the target gene is MYRARAARAGPEPGSPGRFGILSTGQLRDLLQDEPKLDRIVRLSRKFQGLQLEREACLASNYALAKENLALRPRLEMGRAALAIKYQELREVAENCADKLQRLEESMHRWSPHCALGWLQAELEEAEQEAEEQMEQLLLGEQSLEAFLPAFQRGRALAHLRRTQAEKLQELLRRRERSAQPAPTSAADPPKSFPAAAVLPTGAARGPPAVPRSLPPLDSRPVPPLKGSPGCPLGPAPLLSPRPSQPEPPHR.